From a dataset of Full USPTO retrosynthesis dataset with 1.9M reactions from patents (1976-2016). Predict the reactants needed to synthesize the given product. (1) Given the product [C:1]([NH:4][C:5]1[CH:14]=[CH:13][C:8]([C:9]([O:11][CH3:12])=[O:10])=[C:7]([O:16][CH3:17])[C:6]=1[NH2:18])(=[O:3])[CH3:2], predict the reactants needed to synthesize it. The reactants are: [C:1]([NH:4][C:5]1[C:14](Cl)=[CH:13][C:8]([C:9]([O:11][CH3:12])=[O:10])=[C:7]([O:16][CH3:17])[C:6]=1[N+:18]([O-])=O)(=[O:3])[CH3:2].C(N(CC)CC)C. (2) Given the product [Cl:8][C:5]1[CH:6]=[CH:7][C:2]([NH:23][CH2:22][CH2:21][C:18]2[CH:17]=[CH:16][C:15]([C:14]([F:25])([F:13])[F:24])=[CH:20][N:19]=2)=[CH:3][C:4]=1[O:9][CH:10]1[CH2:12][CH2:11]1, predict the reactants needed to synthesize it. The reactants are: Br[C:2]1[CH:7]=[CH:6][C:5]([Cl:8])=[C:4]([O:9][CH:10]2[CH2:12][CH2:11]2)[CH:3]=1.[F:13][C:14]([F:25])([F:24])[C:15]1[CH:16]=[CH:17][C:18]([CH2:21][CH2:22][NH2:23])=[N:19][CH:20]=1. (3) The reactants are: [NH2:1][C:2]1[C:3]([C:23]([O:25]CC)=[O:24])=[CH:4][C:5]([Cl:22])=[C:6]([CH2:8][N:9]2[CH2:14][CH2:13][N:12]([C:15]([O:17][C:18]([CH3:21])([CH3:20])[CH3:19])=[O:16])[CH2:11][CH2:10]2)[CH:7]=1.NC1C(Br)=CC(C(F)(F)F)=CC=1C(O)=O. Given the product [NH2:1][C:2]1[CH:7]=[C:6]([CH2:8][N:9]2[CH2:10][CH2:11][N:12]([C:15]([O:17][C:18]([CH3:20])([CH3:19])[CH3:21])=[O:16])[CH2:13][CH2:14]2)[C:5]([Cl:22])=[CH:4][C:3]=1[C:23]([OH:25])=[O:24], predict the reactants needed to synthesize it. (4) Given the product [CH2:10]([NH:12][C:13]([N:15]1[C:23]2[C:18](=[CH:19][C:20]([O:24][C:25]3[CH:30]=[CH:29][N:28]=[C:27]([NH:31][C:32]([N:34]4[CH2:39][CH2:37][CH2:36][CH2:35]4)=[O:33])[CH:26]=3)=[CH:21][CH:22]=2)[CH:17]=[CH:16]1)=[O:14])[CH3:11], predict the reactants needed to synthesize it. The reactants are: N1CCCC1.C(=O)([O-])N.[CH2:10]([NH:12][C:13]([N:15]1[C:23]2[C:18](=[CH:19][C:20]([O:24][C:25]3[CH:30]=[CH:29][N:28]=[C:27]([NH:31][C:32]([N:34]4[CH2:39]C[CH:37](N5CCCC5)[CH2:36][CH2:35]4)=[O:33])[CH:26]=3)=[CH:21][CH:22]=2)[CH:17]=[CH:16]1)=[O:14])[CH3:11]. (5) Given the product [Br:38][C:35]1[CH:36]=[C:37]2[C:32](=[CH:33][CH:34]=1)[NH:31][C:27]1[C:28]([O:30][CH2:53][CH2:52][O:51][CH2:50][CH2:49][O:48][CH3:47])=[C:29]3[NH:17][C:18]4[CH:19]=[CH:20][C:21]([Br:46])=[CH:22][C:23]=4[C:24]3=[CH:25][C:26]2=1, predict the reactants needed to synthesize it. The reactants are: N1C2C(=CC=CC=2)C=C1.C([N:17]1[C:29]2[C:28]([OH:30])=[C:27]3[N:31](C(OC(C)(C)C)=O)[C:32]4[CH:33]=[CH:34][C:35]([Br:38])=[CH:36][C:37]=4[C:26]3=[CH:25][C:24]=2[C:23]2[C:18]1=[CH:19][CH:20]=[C:21]([Br:46])[CH:22]=2)(OC(C)(C)C)=O.[CH3:47][O:48][CH2:49][CH2:50][O:51][CH2:52][CH2:53]O.